Dataset: Blood-brain barrier permeability classification from the B3DB database. Task: Regression/Classification. Given a drug SMILES string, predict its absorption, distribution, metabolism, or excretion properties. Task type varies by dataset: regression for continuous measurements (e.g., permeability, clearance, half-life) or binary classification for categorical outcomes (e.g., BBB penetration, CYP inhibition). Dataset: b3db_classification. (1) The molecule is O=S(=O)(c1ccc(Cl)cc1)[C@@H]1[C@H](CO)[C@H]1c1ccccc1. The result is 1 (penetrates BBB). (2) The molecule is CCOC(=O)c1cncn1C(C)c1ccc(F)cc1. The result is 1 (penetrates BBB). (3) The result is 0 (does not penetrate BBB). The molecule is NS(=O)(=O)c1cc2c(cc1Cl)NC(CSCc1ccccc1)=NS2(=O)=O. (4) The drug is CCCCC(=O)O[C@]1(C(=O)CO)CC[C@H]2[C@@H]3CCC4=CC(=O)CC[C@]4(C)[C@H]3[C@@H](O)C[C@@]21C. The result is 1 (penetrates BBB). (5) The compound is CS(=O)(=O)c1ccc(-c2ccc3cc(O)ccc3c2Oc2ccc(OCCN3CCCCC3)cc2)cc1. The result is 1 (penetrates BBB). (6) The molecule is NS(=O)(=O)c1cc(C(=O)O)c(NCc2ccco2)cc1Cl. The result is 0 (does not penetrate BBB). (7) The compound is NS(=O)(=O)c1cc2c(cc1C(F)(F)F)NC(Cc1ccccc1)NS2(=O)=O. The result is 0 (does not penetrate BBB).